From a dataset of Catalyst prediction with 721,799 reactions and 888 catalyst types from USPTO. Predict which catalyst facilitates the given reaction. (1) Reactant: [N+:1]([C:4]1[CH:21]=[CH:20][CH:19]=[CH:18][C:5]=1[CH2:6][NH:7][CH2:8][CH2:9][CH:10]([C:12]1[CH:17]=[CH:16][CH:15]=[CH:14][CH:13]=1)[OH:11])([O-:3])=[O:2].C(N(CC)CC)C.Cl[C:30](Cl)([O:32]C(=O)OC(Cl)(Cl)Cl)Cl.O. Product: [N+:1]([C:4]1[CH:21]=[CH:20][CH:19]=[CH:18][C:5]=1[CH2:6][N:7]1[CH2:8][CH2:9][CH:10]([C:12]2[CH:13]=[CH:14][CH:15]=[CH:16][CH:17]=2)[O:11][C:30]1=[O:32])([O-:3])=[O:2]. The catalyst class is: 11. (2) Reactant: [H-].[Na+].[CH:3]1([C:9](=[O:17])[CH2:10]P(=O)(OC)OC)[CH2:8][CH2:7][CH2:6][CH2:5][CH2:4]1.[C:18]1([C:24]([C:44]2[CH:49]=[CH:48][CH:47]=[CH:46][CH:45]=2)([C:38]2[CH:43]=[CH:42][CH:41]=[CH:40][CH:39]=2)[N:25]2[CH:29]=[C:28]([C:30]3[CH:37]=[CH:36][CH:35]=[CH:34][C:31]=3[CH:32]=O)[N:27]=[CH:26]2)[CH:23]=[CH:22][CH:21]=[CH:20][CH:19]=1. Product: [CH:3]1([C:9](=[O:17])[CH:10]=[CH:32][C:31]2[CH:34]=[CH:35][CH:36]=[CH:37][C:30]=2[C:28]2[N:27]=[CH:26][N:25]([C:24]([C:44]3[CH:49]=[CH:48][CH:47]=[CH:46][CH:45]=3)([C:38]3[CH:39]=[CH:40][CH:41]=[CH:42][CH:43]=3)[C:18]3[CH:23]=[CH:22][CH:21]=[CH:20][CH:19]=3)[CH:29]=2)[CH2:8][CH2:7][CH2:6][CH2:5][CH2:4]1. The catalyst class is: 1. (3) Reactant: [F:1][C:2]1[C:11]([C:12](=[CH2:17])[C:13]([O:15][CH3:16])=[O:14])=[C:10]2[C:5]([CH:6]=[CH:7][C:8]([O:18][CH3:19])=[N:9]2)=[CH:4][CH:3]=1.[N:20]1([C:26]([O:28][C:29]([CH3:32])([CH3:31])[CH3:30])=[O:27])[CH2:25][CH2:24][NH:23][CH2:22][CH2:21]1.CN(C)C(=N)N(C)C. Product: [F:1][C:2]1[C:11]([CH:12]([C:13]([O:15][CH3:16])=[O:14])[CH2:17][N:23]2[CH2:22][CH2:21][N:20]([C:26]([O:28][C:29]([CH3:32])([CH3:31])[CH3:30])=[O:27])[CH2:25][CH2:24]2)=[C:10]2[C:5]([CH:6]=[CH:7][C:8]([O:18][CH3:19])=[N:9]2)=[CH:4][CH:3]=1. The catalyst class is: 3. (4) Reactant: [CH3:1][C:2]1[CH:7]=[CH:6][C:5]([C:8](=O)[CH2:9][O:10][C:11]2[CH:16]=[C:15]([CH3:17])[CH:14]=[C:13]([CH3:18])[C:12]=2[CH3:19])=[CH:4][CH:3]=1. Product: [CH3:17][C:15]1[C:16]2[C:8]([C:5]3[CH:6]=[CH:7][C:2]([CH3:1])=[CH:3][CH:4]=3)=[CH:9][O:10][C:11]=2[C:12]([CH3:19])=[C:13]([CH3:18])[CH:14]=1. The catalyst class is: 6. (5) Reactant: [ClH:1].[O:2]=[C:3]([NH:46][C:47]1[CH:52]=[CH:51][C:50]([C:53]2[NH:57][N:56]=[N:55][N:54]=2)=[CH:49][CH:48]=1)[C@@H:4]([NH:28][C:29]([C@H:31]1[CH2:36][CH2:35][C@H:34]([CH2:37][NH:38]C(=O)OC(C)(C)C)[CH2:33][CH2:32]1)=[O:30])[CH2:5][C:6]1[CH:7]=[C:8]([C:12]2[CH:17]=[CH:16][CH:15]=[C:14]([C:18](=[O:27])[NH:19][CH2:20][CH2:21][N:22]3[CH2:26][CH2:25][CH2:24][CH2:23]3)[CH:13]=2)[CH:9]=[CH:10][CH:11]=1.C(#N)C. Product: [ClH:1].[NH2:38][CH2:37][C@H:34]1[CH2:33][CH2:32][C@H:31]([C:29]([NH:28][C@H:4]([C:3](=[O:2])[NH:46][C:47]2[CH:48]=[CH:49][C:50]([C:53]3[NH:57][N:56]=[N:55][N:54]=3)=[CH:51][CH:52]=2)[CH2:5][C:6]2[CH:7]=[C:8]([C:12]3[CH:17]=[CH:16][CH:15]=[C:14]([C:18]([NH:19][CH2:20][CH2:21][N:22]4[CH2:26][CH2:25][CH2:24][CH2:23]4)=[O:27])[CH:13]=3)[CH:9]=[CH:10][CH:11]=2)=[O:30])[CH2:36][CH2:35]1. The catalyst class is: 12. (6) Reactant: [F:1][C:2]([F:7])([F:6])[C:3]([OH:5])=[O:4].[NH2:8][CH2:9][CH2:10][CH2:11][O:12][C:13]1[C:18]2[CH:19]=[C:20]([Cl:23])[CH:21]=[CH:22][C:17]=2[O:16][C:15](=[O:24])[CH:14]=1.CCN(C(C)C)C(C)C.Cl.[C:35](Cl)(=[O:42])[C:36]1[CH:41]=[CH:40][N:39]=[CH:38][CH:37]=1. Product: [F:1][C:2]([F:7])([F:6])[C:3]([OH:5])=[O:4].[Cl:23][C:20]1[CH:21]=[CH:22][C:17]2[O:16][C:15](=[O:24])[CH:14]=[C:13]([O:12][CH2:11][CH2:10][CH2:9][NH:8][C:35](=[O:42])[C:36]3[CH:41]=[CH:40][N:39]=[CH:38][CH:37]=3)[C:18]=2[CH:19]=1. The catalyst class is: 2. (7) Reactant: [NH2:1][C:2]1[C:3]([O:9][CH3:10])=[N:4][CH:5]=[C:6]([Cl:8])[CH:7]=1.C1C(=O)N([Cl:18])C(=O)C1. Product: [NH2:1][C:2]1[C:3]([O:9][CH3:10])=[N:4][C:5]([Cl:18])=[C:6]([Cl:8])[CH:7]=1. The catalyst class is: 3. (8) The catalyst class is: 7. Product: [Cl:20][CH2:19][CH2:18][C:17]([C:21]1[CH:22]=[CH:23][CH:24]=[CH:25][CH:26]=1)=[C:16]([C:13]1[CH:12]=[CH:11][C:10]([O:9][CH2:8][CH2:7][O:6][CH2:5][CH2:4][OH:3])=[CH:15][CH:14]=1)[C:27]1[CH:28]=[CH:29][CH:30]=[CH:31][CH:32]=1. Reactant: C([O:3][C:4](=O)[CH2:5][O:6][CH2:7][CH2:8][O:9][C:10]1[CH:15]=[CH:14][C:13]([C:16]([C:27]2[CH:32]=[CH:31][CH:30]=[CH:29][CH:28]=2)=[C:17]([C:21]2[CH:26]=[CH:25][CH:24]=[CH:23][CH:22]=2)[CH2:18][CH2:19][Cl:20])=[CH:12][CH:11]=1)C.[H-].[Al+3].[Li+].[H-].[H-].[H-]. (9) Reactant: [CH3:1][C@H:2]1[NH:7][CH2:6][CH2:5][N:4]([C:8]([C:10]2[CH:15]=[CH:14][CH:13]=[CH:12][CH:11]=2)=[O:9])[CH2:3]1.[CH3:16][O:17][C:18]1[CH:29]=[C:28]([C:30](=[O:33])[NH:31][CH3:32])[CH:27]=[CH:26][C:19]=1[O:20][C@@H:21]([CH3:25])[C:22](O)=[O:23].C(N=C=NCCCN(C)C)C.Cl.C(N(C(C)C)CC)(C)C.C(O)(=O)CC. Product: [C:8]([N:4]1[CH2:5][CH2:6][N:7]([C:22](=[O:23])[C@H:21]([CH3:25])[O:20][C:19]2[CH:26]=[CH:27][C:28]([C:30]([NH:31][CH3:32])=[O:33])=[CH:29][C:18]=2[O:17][CH3:16])[C@H:2]([CH3:1])[CH2:3]1)(=[O:9])[C:10]1[CH:15]=[CH:14][CH:13]=[CH:12][CH:11]=1. The catalyst class is: 20.